This data is from Reaction yield outcomes from USPTO patents with 853,638 reactions. The task is: Predict the reaction yield, written as a fraction of the theoretical maximum amount of product (1.0 means a 100% yield; for example, 0.34 means a 34% yield). (1) The reactants are [F:1][C:2]1[CH:7]=[CH:6][C:5]([N:8]2[C:12]([CH2:13][OH:14])=[CH:11][C:10]([C:15]([F:18])([F:17])[F:16])=[N:9]2)=[CH:4][C:3]=1[C:19]#[N:20].I([O-])(=O)(=O)=[O:22].[Na+]. The catalyst is C(#N)C.O.[Ru](Cl)(Cl)Cl. The product is [F:1][C:2]1[CH:7]=[CH:6][C:5]([N:8]2[C:12]([C:13]([OH:22])=[O:14])=[CH:11][C:10]([C:15]([F:17])([F:16])[F:18])=[N:9]2)=[CH:4][C:3]=1[C:19]#[N:20]. The yield is 0.570. (2) The reactants are [OH-].[Li+].[CH:3]1([C@H:9]([NH:14][C:15]([C:17]2[CH:22]=[C:21]([Cl:23])[C:20]([Cl:24])=[CH:19][C:18]=2[NH:25][C:26]([NH:28][C:29]2[C:34]([CH3:35])=[CH:33][CH:32]=[CH:31][C:30]=2[CH3:36])=[O:27])=[O:16])[C:10]([O:12]C)=[O:11])[CH2:8][CH2:7][CH2:6][CH2:5][CH2:4]1.CO.Cl. The catalyst is C1COCC1.O. The product is [CH:3]1([C@H:9]([NH:14][C:15]([C:17]2[CH:22]=[C:21]([Cl:23])[C:20]([Cl:24])=[CH:19][C:18]=2[NH:25][C:26]([NH:28][C:29]2[C:34]([CH3:35])=[CH:33][CH:32]=[CH:31][C:30]=2[CH3:36])=[O:27])=[O:16])[C:10]([OH:12])=[O:11])[CH2:4][CH2:5][CH2:6][CH2:7][CH2:8]1. The yield is 0.820. (3) The reactants are [CH3:1][O:2][C:3]1[CH:4]=[CH:5][C:6]([N:9]2[CH2:14][CH2:13][NH:12][CH2:11][CH2:10]2)=[N:7][CH:8]=1.[F:15][C:16]([F:32])([F:31])[C:17]1[O:21][N:20]=[C:19]([C:22]2[CH:23]=[C:24]([CH:28]=[CH:29][CH:30]=2)[C:25](O)=[O:26])[N:18]=1. No catalyst specified. The product is [CH3:1][O:2][C:3]1[CH:4]=[CH:5][C:6]([N:9]2[CH2:14][CH2:13][N:12]([C:25]([C:24]3[CH:28]=[CH:29][CH:30]=[C:22]([C:19]4[N:18]=[C:17]([C:16]([F:31])([F:15])[F:32])[O:21][N:20]=4)[CH:23]=3)=[O:26])[CH2:11][CH2:10]2)=[N:7][CH:8]=1. The yield is 0.360. (4) The reactants are C[O:2][C:3](=[O:29])[C:4]([CH3:28])([CH3:27])/[CH:5]=[CH:6]/[C:7]1[CH:16]=[C:15]2[C:10]([CH:11]=[N:12][C:13]([CH:17]([O:19][Si:20]([C:23]([CH3:26])([CH3:25])[CH3:24])([CH3:22])[CH3:21])[CH3:18])=[N:14]2)=[CH:9][CH:8]=1.[OH-].[Li+]. The catalyst is O1CCCC1.O. The product is [C:23]([Si:20]([CH3:22])([CH3:21])[O:19][CH:17]([C:13]1[N:12]=[CH:11][C:10]2[C:15](=[CH:16][C:7](/[CH:6]=[CH:5]/[C:4]([CH3:28])([CH3:27])[C:3]([OH:29])=[O:2])=[CH:8][CH:9]=2)[N:14]=1)[CH3:18])([CH3:26])([CH3:25])[CH3:24]. The yield is 0.590. (5) The reactants are Br[C:2]1[S:6][C:5]([C:7]([NH:9][C:10]2[CH:15]=[CH:14][CH:13]=[CH:12][C:11]=2[Cl:16])=[O:8])=[CH:4][CH:3]=1.[CH3:17][C:18]1[C:26](B2OC(C)(C)C(C)(C)O2)=[CH:25][C:21]2[N:22]=[CH:23][S:24][C:20]=2[CH:19]=1.C(=O)([O-])[O-].[Na+].[Na+].CC(=O)OCC.[Cl-].[Na+].O. The catalyst is COCCOC.CCO.O.[Pd].C1(P(C2C=CC=CC=2)C2C=CC=CC=2)C=CC=CC=1.C1(P(C2C=CC=CC=2)C2C=CC=CC=2)C=CC=CC=1.C1(P(C2C=CC=CC=2)C2C=CC=CC=2)C=CC=CC=1.C1(P(C2C=CC=CC=2)C2C=CC=CC=2)C=CC=CC=1. The product is [Cl:16][C:11]1[CH:12]=[CH:13][CH:14]=[CH:15][C:10]=1[NH:9][C:7]([C:5]1[S:6][C:2]([C:26]2[C:18]([CH3:17])=[CH:19][C:20]3[S:24][CH:23]=[N:22][C:21]=3[CH:25]=2)=[CH:3][CH:4]=1)=[O:8]. The yield is 0.839.